Dataset: Forward reaction prediction with 1.9M reactions from USPTO patents (1976-2016). Task: Predict the product of the given reaction. (1) The product is: [C:22]([O:21][C@@H:12]([C:11]1[C:2]([C:50]2[CH:55]=[CH:54][C:53]([Cl:56])=[CH:52][CH:51]=2)=[C:3]2[C:8](=[CH:9][C:10]=1[CH3:26])[N+:7]([O-:27])=[C:6]([CH3:28])[CH:5]=[CH:4]2)[CH2:13][O:14][C:15](=[O:20])[C:16]([CH3:19])([CH3:18])[CH3:17])([CH3:25])([CH3:24])[CH3:23]. Given the reactants Br[C:2]1[C:11]([C@H:12]([O:21][C:22]([CH3:25])([CH3:24])[CH3:23])[CH2:13][O:14][C:15](=[O:20])[C:16]([CH3:19])([CH3:18])[CH3:17])=[C:10]([CH3:26])[CH:9]=[C:8]2[C:3]=1[CH:4]=[CH:5][C:6]([CH3:28])=[N+:7]2[O-:27].C(OC[C@@H](OC(C)(C)C)C1C([C:50]2[CH:55]=[CH:54][C:53]([Cl:56])=[CH:52][CH:51]=2)=C2C(=CC=1C)N=C(C)C=C2)(=O)C(C)(C)C, predict the reaction product. (2) Given the reactants [Cl:1][C:2]1[C:11]2[C:6](=[CH:7][C:8]([OH:12])=[CH:9][CH:10]=2)[CH:5]=[CH:4][N:3]=1.I[CH:14]([CH3:16])[CH3:15].C([O-])([O-])=O.[K+].[K+], predict the reaction product. The product is: [Cl:1][C:2]1[C:11]2[C:6](=[CH:7][C:8]([O:12][CH:14]([CH3:16])[CH3:15])=[CH:9][CH:10]=2)[CH:5]=[CH:4][N:3]=1. (3) Given the reactants [CH3:1][O:2][C:3](=[O:33])[CH2:4][C@@H:5]([NH:17][C:18]([C:20]1[NH:21][C:22]2[C:27]([CH:28]=1)=[CH:26][C:25]([Cl:29])=[CH:24][C:23]=2[N+:30]([O-:32])=[O:31])=O)[CH2:6][S:7]CC1C=CC(OC)=CC=1.P(Cl)(Cl)(Cl)(Cl)Cl, predict the reaction product. The product is: [CH3:1][O:2][C:3](=[O:33])[CH2:4][C@@H:5]1[CH2:6][S:7][C:18]([C:20]2[NH:21][C:22]3[C:27]([CH:28]=2)=[CH:26][C:25]([Cl:29])=[CH:24][C:23]=3[N+:30]([O-:32])=[O:31])=[N:17]1. (4) Given the reactants [CH3:1][O:2][C:3]([C:5]1([CH2:11][CH2:12][CH:13]=O)[CH2:10][CH2:9][O:8][CH2:7][CH2:6]1)=[O:4].[CH3:15][C:16]1[C:21]([NH2:22])=[CH:20][CH:19]=[C:18]([N:23]2[CH2:27][CH2:26][C@@H:25]([N:28]3[CH2:32][CH2:31][CH2:30][C@@H:29]3[CH3:33])[CH2:24]2)[N:17]=1, predict the reaction product. The product is: [CH3:1][O:2][C:3]([C:5]1([CH2:11][CH2:12][CH2:13][NH:22][C:21]2[C:16]([CH3:15])=[N:17][C:18]([N:23]3[CH2:27][CH2:26][C@@H:25]([N:28]4[CH2:32][CH2:31][CH2:30][C@@H:29]4[CH3:33])[CH2:24]3)=[CH:19][CH:20]=2)[CH2:6][CH2:7][O:8][CH2:9][CH2:10]1)=[O:4]. (5) Given the reactants [Cl:1][C:2]1[CH:3]=[C:4]([CH:19]=[CH:20][CH:21]=1)[C:5]([NH:7][C:8]1[S:9][C:10]2[CH:16]=[C:15]([O:17][CH3:18])[CH:14]=[CH:13][C:11]=2[N:12]=1)=[O:6].C(=O)([O-])[O-].[K+].[K+].Br[CH2:29][C:30]([O:32][CH2:33][CH3:34])=[O:31], predict the reaction product. The product is: [Cl:1][C:2]1[CH:3]=[C:4]([CH:19]=[CH:20][CH:21]=1)[C:5]([N:7]=[C:8]1[N:12]([CH2:29][C:30]([O:32][CH2:33][CH3:34])=[O:31])[C:11]2[CH:13]=[CH:14][C:15]([O:17][CH3:18])=[CH:16][C:10]=2[S:9]1)=[O:6]. (6) Given the reactants [C:1]([O:5][C:6]([N:8]1[CH2:12][C@H:11]([O:13][CH2:14][CH2:15][CH3:16])[CH2:10][C@@H:9]1[C@@H:17]([O:40][Si:41]([C:44]([CH3:47])([CH3:46])[CH3:45])([CH3:43])[CH3:42])[C@@H:18]([NH:28][C:29](C1C=C(C=CC=1)C(O)=O)=[O:30])[CH2:19][C:20]1[CH:25]=[C:24]([F:26])[CH:23]=[C:22]([F:27])[CH:21]=1)=[O:7])([CH3:4])([CH3:3])[CH3:2].CCN(C(C)C)C(C)C.CN(C([O:64]N1N=NC2C=CC=NC1=2)=[N+](C)C)C.F[P-](F)(F)(F)(F)F.F[C:82]1[CH:87]=[CH:86][C:85]([CH:88]([NH2:90])C)=[CH:84][CH:83]=1, predict the reaction product. The product is: [Si:41]([O:40][C@H:17]([C@H:9]1[CH2:10][C@@H:11]([O:13][CH2:14][CH2:15][CH3:16])[CH2:12][N:8]1[C:6]([O:5][C:1]([CH3:2])([CH3:4])[CH3:3])=[O:7])[C@@H:18]([NH:28][C:29](=[O:30])[C:83]1[CH:82]=[CH:87][CH:86]=[C:85]([C:88](=[O:64])[NH2:90])[CH:84]=1)[CH2:19][C:20]1[CH:25]=[C:24]([F:26])[CH:23]=[C:22]([F:27])[CH:21]=1)([C:44]([CH3:47])([CH3:45])[CH3:46])([CH3:43])[CH3:42]. (7) Given the reactants [CH3:1][C:2]([C:5]1[C:10]([C:11]2[CH:16]=[C:15]([O:17][CH3:18])[CH:14]=[CH:13][C:12]=2[F:19])=[CH:9][C:8]([CH2:20][O:21][C:22]2[CH:27]=[CH:26][C:25]([C@H:28]([C:35]([CH3:37])=[CH2:36])[CH2:29][C:30]([O:32]CC)=[O:31])=[CH:24][CH:23]=2)=[CH:7][CH:6]=1)([CH3:4])[CH3:3].CCO.C1COCC1.[OH-].[Na+], predict the reaction product. The product is: [CH3:4][C:2]([C:5]1[C:10]([C:11]2[CH:16]=[C:15]([O:17][CH3:18])[CH:14]=[CH:13][C:12]=2[F:19])=[CH:9][C:8]([CH2:20][O:21][C:22]2[CH:23]=[CH:24][C:25]([C@H:28]([C:35]([CH3:37])=[CH2:36])[CH2:29][C:30]([OH:32])=[O:31])=[CH:26][CH:27]=2)=[CH:7][CH:6]=1)([CH3:1])[CH3:3].